This data is from Forward reaction prediction with 1.9M reactions from USPTO patents (1976-2016). The task is: Predict the product of the given reaction. Given the reactants C1(C)C=CC(S([O-])(=O)=O)=CC=1.[CH2:12]([N+:16]1[C:24]2[CH:23]=[CH:22][C:21]3[CH:25]=[CH:26][CH:27]=[CH:28][C:20]=3[C:19]=2[C:18]([CH3:30])([CH3:29])[C:17]=1[CH:31]=[CH:32][C:33]1[CH2:37][CH2:36][C:35](=[CH:38][CH:39]=[C:40]2[C:48]([CH3:50])([CH3:49])[C:47]3[C:46]4[CH:51]=[CH:52][CH:53]=[CH:54][C:45]=4[CH:44]=[CH:43][C:42]=3[N:41]2[CH2:55][CH2:56][CH2:57][CH3:58])[C:34]=1[S:59]([C:62]1[CH:67]=[CH:66][CH:65]=[CH:64][CH:63]=1)(=[O:61])=[O:60])[CH2:13][CH2:14][CH3:15].[N-:68]([S:76]([C:79]([F:82])([F:81])[F:80])(=[O:78])=[O:77])[S:69]([C:72]([F:75])([F:74])[F:73])(=[O:71])=[O:70].[Li+].C(C(C)=O)C(C)C, predict the reaction product. The product is: [N-:68]([S:69]([C:72]([F:75])([F:73])[F:74])(=[O:71])=[O:70])[S:76]([C:79]([F:82])([F:81])[F:80])(=[O:78])=[O:77].[CH2:12]([N+:16]1[C:24]2[CH:23]=[CH:22][C:21]3[CH:25]=[CH:26][CH:27]=[CH:28][C:20]=3[C:19]=2[C:18]([CH3:29])([CH3:30])[C:17]=1[CH:31]=[CH:32][C:33]1[CH2:37][CH2:36][C:35](=[CH:38][CH:39]=[C:40]2[C:48]([CH3:49])([CH3:50])[C:47]3[C:46]4[CH:51]=[CH:52][CH:53]=[CH:54][C:45]=4[CH:44]=[CH:43][C:42]=3[N:41]2[CH2:55][CH2:56][CH2:57][CH3:58])[C:34]=1[S:59]([C:62]1[CH:63]=[CH:64][CH:65]=[CH:66][CH:67]=1)(=[O:61])=[O:60])[CH2:13][CH2:14][CH3:15].